This data is from NCI-60 drug combinations with 297,098 pairs across 59 cell lines. The task is: Regression. Given two drug SMILES strings and cell line genomic features, predict the synergy score measuring deviation from expected non-interaction effect. (1) Drug 1: CN(CC1=CN=C2C(=N1)C(=NC(=N2)N)N)C3=CC=C(C=C3)C(=O)NC(CCC(=O)O)C(=O)O. Synergy scores: CSS=52.6, Synergy_ZIP=-3.40, Synergy_Bliss=-4.09, Synergy_Loewe=-5.03, Synergy_HSA=-2.94. Drug 2: C(CCl)NC(=O)N(CCCl)N=O. Cell line: LOX IMVI. (2) Drug 1: COC1=C(C=C2C(=C1)N=CN=C2NC3=CC(=C(C=C3)F)Cl)OCCCN4CCOCC4. Drug 2: CC1=C2C(C(=O)C3(C(CC4C(C3C(C(C2(C)C)(CC1OC(=O)C(C(C5=CC=CC=C5)NC(=O)C6=CC=CC=C6)O)O)OC(=O)C7=CC=CC=C7)(CO4)OC(=O)C)O)C)OC(=O)C. Cell line: HL-60(TB). Synergy scores: CSS=25.1, Synergy_ZIP=-4.67, Synergy_Bliss=-8.51, Synergy_Loewe=-10.4, Synergy_HSA=-8.49.